Task: Predict the reactants needed to synthesize the given product.. Dataset: Full USPTO retrosynthesis dataset with 1.9M reactions from patents (1976-2016) (1) Given the product [O:25]1[C:24]2[CH:23]=[CH:22][CH:21]=[C:18]([CH2:19][NH:14][C:9]3[CH:10]=[CH:11][CH:12]=[CH:13][C:8]=3[O:1][C:2]3[CH:3]=[CH:4][CH:5]=[CH:6][CH:7]=3)[C:17]=2[O:16][CH2:15]1, predict the reactants needed to synthesize it. The reactants are: [O:1]([C:8]1[CH:13]=[CH:12][CH:11]=[CH:10][C:9]=1[NH2:14])[C:2]1[CH:7]=[CH:6][CH:5]=[CH:4][CH:3]=1.[CH2:15]1[O:25][C:24]2[C:17](=[C:18]([CH:21]=[CH:22][CH:23]=2)[CH:19]=O)[O:16]1.CO.[BH4-].[Na+]. (2) The reactants are: [CH3:1][O:2][C:3]1[CH:8]=[CH:7][C:6]([CH2:9][C:10]([O:12][CH2:13][C:14]([C:16]2[CH:21]=[CH:20][C:19]([O:22][CH2:23][C:24]3[CH:29]=[CH:28][CH:27]=[CH:26][CH:25]=3)=[CH:18][CH:17]=2)=O)=[O:11])=[CH:5][CH:4]=1.[H-].[Na+]. Given the product [CH2:23]([O:22][C:19]1[CH:20]=[CH:21][C:16]([C:14]2[CH2:13][O:12][C:10](=[O:11])[C:9]=2[C:6]2[CH:7]=[CH:8][C:3]([O:2][CH3:1])=[CH:4][CH:5]=2)=[CH:17][CH:18]=1)[C:24]1[CH:29]=[CH:28][CH:27]=[CH:26][CH:25]=1, predict the reactants needed to synthesize it. (3) Given the product [CH:1]1([C:7]2[C:11]([CH2:12][CH2:13][CH2:14][O:15][C:27]3[CH:32]=[CH:31][CH:30]=[CH:29][C:28]=3[CH2:33][C:34]([OH:36])=[O:35])=[CH:10][N:9]([C:16]3[CH:21]=[CH:20][C:19]([C:22]([F:23])([F:24])[F:25])=[CH:18][N:17]=3)[N:8]=2)[CH2:6][CH2:5][CH2:4][CH2:3][CH2:2]1, predict the reactants needed to synthesize it. The reactants are: [CH:1]1([C:7]2[C:11]([CH2:12][CH2:13][CH2:14][OH:15])=[CH:10][N:9]([C:16]3[CH:21]=[CH:20][C:19]([C:22]([F:25])([F:24])[F:23])=[CH:18][N:17]=3)[N:8]=2)[CH2:6][CH2:5][CH2:4][CH2:3][CH2:2]1.O[C:27]1[CH:32]=[CH:31][CH:30]=[CH:29][C:28]=1[CH2:33][C:34]([O:36]C)=[O:35].C(P(CCCC)CCCC)CCC.N(C(N1CCCCC1)=O)=NC(N1CCCCC1)=O. (4) Given the product [OH:1][C:2]1[C:3]([N+:12]([O-:14])=[O:13])=[CH:4][C:5]([C:6]([O:8][CH3:9])=[O:7])=[CH:10][C:11]=1[I:15], predict the reactants needed to synthesize it. The reactants are: [OH:1][C:2]1[CH:11]=[CH:10][C:5]([C:6]([O:8][CH3:9])=[O:7])=[CH:4][C:3]=1[N+:12]([O-:14])=[O:13].[I:15]Cl.O. (5) Given the product [NH2:27][S:24]([NH:2][CH2:3][CH2:4][NH:5][C:6]1[C:7]([C:11](=[N:12][OH:13])[NH:15][CH2:16][C:17]2[O:18][CH:19]=[C:20]([Br:22])[CH:21]=2)=[N:8][O:9][N:10]=1)(=[O:26])=[O:25], predict the reactants needed to synthesize it. The reactants are: I.[NH2:2][CH2:3][CH2:4][NH:5][C:6]1[C:7]([C:11]2[N:15]([CH2:16][C:17]3[O:18][CH:19]=[C:20]([Br:22])[CH:21]=3)C(=O)[O:13][N:12]=2)=[N:8][O:9][N:10]=1.[S:24](N)([NH2:27])(=[O:26])=[O:25].[OH-].[Na+].O.C(O)(=O)C. (6) Given the product [C:25]([C:22]1[CH:21]=[CH:20][C:19]([N:16]2[CH2:17][CH2:18][C@@H:14]([O:13][C:9]3[CH:8]=[C:7]([CH:12]=[CH:11][CH:10]=3)[C:6]([OH:28])=[O:5])[C:15]2=[O:27])=[CH:24][CH:23]=1)#[N:26], predict the reactants needed to synthesize it. The reactants are: O.[OH-].[Li+].C[O:5][C:6](=[O:28])[C:7]1[CH:12]=[CH:11][CH:10]=[C:9]([O:13][C@@H:14]2[CH2:18][CH2:17][N:16]([C:19]3[CH:24]=[CH:23][C:22]([C:25]#[N:26])=[CH:21][CH:20]=3)[C:15]2=[O:27])[CH:8]=1. (7) Given the product [NH2:1][C:2]1[CH:3]=[CH:4][C:5]([C:6]([N:43]2[CH2:44][CH2:45][N:40]([C:34]3[CH:39]=[CH:38][CH:37]=[CH:36][CH:35]=3)[CH2:41][CH2:42]2)=[O:8])=[CH:9][CH:10]=1, predict the reactants needed to synthesize it. The reactants are: [NH2:1][C:2]1[CH:10]=[CH:9][C:5]([C:6]([OH:8])=O)=[CH:4][CH:3]=1.Cl.C(N=C=NCCCN(C)C)C.O.OC1C2N=NNC=2C=CC=1.[C:34]1([N:40]2[CH2:45][CH2:44][NH:43][CH2:42][CH2:41]2)[CH:39]=[CH:38][CH:37]=[CH:36][CH:35]=1.C(N(CC)CC)C. (8) Given the product [N+:1]([C:4]1[O:8][C:7]([C:9]([N:17]2[CH2:18][CH2:19][N:14]([C:20]3[N:21]=[CH:22][CH:23]=[CH:24][N:25]=3)[CH2:15][CH2:16]2)=[O:10])=[CH:6][CH:5]=1)([O-:3])=[O:2], predict the reactants needed to synthesize it. The reactants are: [N+:1]([C:4]1[O:8][C:7]([C:9](Cl)=[O:10])=[CH:6][CH:5]=1)([O-:3])=[O:2].Cl.Cl.[N:14]1([C:20]2[N:25]=[CH:24][CH:23]=[CH:22][N:21]=2)[CH2:19][CH2:18][NH:17][CH2:16][CH2:15]1. (9) The reactants are: Cl[C:2]1[C:7]([N+:8]([O-:10])=[O:9])=[CH:6][CH:5]=[CH:4][C:3]=1[N+:11]([O-:13])=[O:12].[C:14]([O:18][C:19]([N:21]1[CH2:26][CH2:25][NH:24][CH2:23][CH2:22]1)=[O:20])([CH3:17])([CH3:16])[CH3:15].C([O-])([O-])=O.[K+].[K+]. Given the product [C:14]([O:18][C:19]([N:21]1[CH2:26][CH2:25][N:24]([C:2]2[C:7]([N+:8]([O-:10])=[O:9])=[CH:6][CH:5]=[CH:4][C:3]=2[N+:11]([O-:13])=[O:12])[CH2:23][CH2:22]1)=[O:20])([CH3:17])([CH3:15])[CH3:16], predict the reactants needed to synthesize it. (10) The reactants are: [CH2:1]([N:8]1[C:12]2[CH:13]=[C:14]([F:18])[C:15]([F:17])=[CH:16][C:11]=2[N:10]=[C:9]1[C:19]1[CH:24]=[CH:23][C:22]([Cl:25])=[CH:21][C:20]=1[OH:26])[C:2]1[CH:7]=[CH:6][CH:5]=[CH:4][CH:3]=1.[CH3:27][O:28][C:29](=[O:40])[CH2:30][O:31][C:32]1[CH:37]=[CH:36][C:35]([CH2:38]Br)=[CH:34][CH:33]=1. Given the product [CH3:27][O:28][C:29](=[O:40])[CH2:30][O:31][C:32]1[CH:37]=[CH:36][C:35]([CH2:38][O:26][C:20]2[CH:21]=[C:22]([Cl:25])[CH:23]=[CH:24][C:19]=2[C:9]2[N:8]([CH2:1][C:2]3[CH:7]=[CH:6][CH:5]=[CH:4][CH:3]=3)[C:12]3[CH:13]=[C:14]([F:18])[C:15]([F:17])=[CH:16][C:11]=3[N:10]=2)=[CH:34][CH:33]=1, predict the reactants needed to synthesize it.